The task is: Regression. Given a peptide amino acid sequence and an MHC pseudo amino acid sequence, predict their binding affinity value. This is MHC class I binding data.. This data is from Peptide-MHC class I binding affinity with 185,985 pairs from IEDB/IMGT. (1) The peptide sequence is AVLMHKGKR. The MHC is HLA-A31:01 with pseudo-sequence HLA-A31:01. The binding affinity (normalized) is 0.615. (2) The peptide sequence is DEFLKVPEW. The MHC is HLA-B27:03 with pseudo-sequence HLA-B27:03. The binding affinity (normalized) is 0.0847. (3) The peptide sequence is YYLEKANKI. The MHC is HLA-B15:17 with pseudo-sequence HLA-B15:17. The binding affinity (normalized) is 0.0847. (4) The peptide sequence is NRWKSWFSY. The MHC is HLA-B58:01 with pseudo-sequence HLA-B58:01. The binding affinity (normalized) is 0.0847. (5) The peptide sequence is MSDIFHALV. The MHC is HLA-C03:03 with pseudo-sequence HLA-C03:03. The binding affinity (normalized) is 0.0847.